Dataset: Retrosynthesis with 50K atom-mapped reactions and 10 reaction types from USPTO. Task: Predict the reactants needed to synthesize the given product. (1) Given the product O=C(C1CC12CCN(CCOCc1ccccc1)CC2)N1CCN(C2CCCCC2)CC1, predict the reactants needed to synthesize it. The reactants are: O=C(C1CC12CCNCC2)N1CCN(C2CCCCC2)CC1.O=CCOCc1ccccc1. (2) The reactants are: CC(C)(C)OC(=O)CBr.Nc1cc(C(F)(F)F)c(Br)c(C(F)(F)F)c1. Given the product CC(C)(C)OC(=O)CNc1cc(C(F)(F)F)c(Br)c(C(F)(F)F)c1, predict the reactants needed to synthesize it. (3) Given the product O=C(O)C(F)(F)F, predict the reactants needed to synthesize it. The reactants are: COc1cc(/C=C(\CCCCl)C(=O)OC(C)(C)C)ccc1-n1cnc(C)c1. (4) Given the product C=CCOC(=O)c1ccc(OC(=O)c2ccc(C=C)c(C34CC5CC(CC(C5)C3)C4)c2)cc1, predict the reactants needed to synthesize it. The reactants are: C=CCOC(=O)c1ccc(O)cc1.C=Cc1ccc(C(=O)Cl)cc1C12CC3CC(CC(C3)C1)C2. (5) Given the product O=C(Oc1ccc(Cl)cc1C(=O)c1ccccc1)c1cccnc1, predict the reactants needed to synthesize it. The reactants are: O=C(O)c1cccnc1.O=C(c1ccccc1)c1cc(Cl)ccc1O.